From a dataset of Forward reaction prediction with 1.9M reactions from USPTO patents (1976-2016). Predict the product of the given reaction. (1) Given the reactants [C:1]([O:5][C:6]([N:8]1[CH2:12][CH2:11][C@@H:10]([NH:13][C:14]2[N:19]=[CH:18][C:17](/[CH:20]=[CH:21]/[C:22]([OH:24])=O)=[CH:16][CH:15]=2)[CH2:9]1)=[O:7])([CH3:4])([CH3:3])[CH3:2].[O:25]1[CH2:30][CH2:29][CH2:28][CH2:27][CH:26]1[O:31][NH2:32].C1C=CC2N(O)N=NC=2C=1.CCN=C=NCCCN(C)C, predict the reaction product. The product is: [O:24]=[C:22]([NH:32][O:31][CH:26]1[CH2:27][CH2:28][CH2:29][CH2:30][O:25]1)/[CH:21]=[CH:20]/[C:17]1[CH:16]=[CH:15][C:14]([NH:13][C@@H:10]2[CH2:11][CH2:12][N:8]([C:6]([O:5][C:1]([CH3:2])([CH3:3])[CH3:4])=[O:7])[CH2:9]2)=[N:19][CH:18]=1. (2) Given the reactants C([BH3-])#N.[Na+].C(O)(=O)C.[CH3:9][O:10][N:11]=[CH:12][CH2:13][CH2:14][CH2:15][N:16]1[C:28]2[C:27]3[CH:26]=[CH:25][CH:24]=[CH:23][C:22]=3[N:21]=[CH:20][C:19]=2[N:18]=[C:17]1[CH2:29][CH2:30][CH3:31].C(=O)([O-])[O-].[K+].[K+], predict the reaction product. The product is: [CH3:9][O:10][NH:11][CH2:12][CH2:13][CH2:14][CH2:15][N:16]1[C:28]2[C:27]3[CH:26]=[CH:25][CH:24]=[CH:23][C:22]=3[N:21]=[CH:20][C:19]=2[N:18]=[C:17]1[CH2:29][CH2:30][CH3:31]. (3) Given the reactants [OH:1][CH2:2][C:3]1[N:8]=[C:7]([O:9][CH2:10][C@@H:11]2[CH2:16][CH2:15][CH2:14][CH2:13][N:12]2[C:17]([O:19][C:20]([CH3:23])([CH3:22])[CH3:21])=[O:18])[CH:6]=[CH:5][CH:4]=1.CCN(C(C)C)C(C)C.[CH3:33][S:34](Cl)(=[O:36])=[O:35].O, predict the reaction product. The product is: [CH3:33][S:34]([O:1][CH2:2][C:3]1[N:8]=[C:7]([O:9][CH2:10][C@@H:11]2[CH2:16][CH2:15][CH2:14][CH2:13][N:12]2[C:17]([O:19][C:20]([CH3:23])([CH3:22])[CH3:21])=[O:18])[CH:6]=[CH:5][CH:4]=1)(=[O:36])=[O:35].